Dataset: Full USPTO retrosynthesis dataset with 1.9M reactions from patents (1976-2016). Task: Predict the reactants needed to synthesize the given product. (1) Given the product [Br:19][C:16]1[CH:17]=[CH:18][C:13]2[NH:12][C:2](=[O:24])[CH:3]([CH3:4])[O:20][C:14]=2[CH:15]=1, predict the reactants needed to synthesize it. The reactants are: N12CCCN=C1CC[CH2:4][CH2:3][CH2:2]2.[NH2:12][C:13]1[CH:18]=[CH:17][C:16]([Br:19])=[CH:15][C:14]=1[OH:20].BrCC(OC)=[O:24]. (2) Given the product [Cl:1][C:2]1[CH:7]=[CH:6][C:5]([C:8]2([CH2:16][S:17][CH2:18][C:19]([OH:21])=[O:20])[O:9][CH2:10][C:11]([CH3:15])([CH3:14])[CH2:12][O:13]2)=[CH:4][CH:3]=1, predict the reactants needed to synthesize it. The reactants are: [Cl:1][C:2]1[CH:7]=[CH:6][C:5]([C:8]2([CH2:16][S:17][CH2:18][C:19]([O:21]CC)=[O:20])[O:13][CH2:12][C:11]([CH3:15])([CH3:14])[CH2:10][O:9]2)=[CH:4][CH:3]=1.[Li+].[OH-].